From a dataset of Full USPTO retrosynthesis dataset with 1.9M reactions from patents (1976-2016). Predict the reactants needed to synthesize the given product. (1) Given the product [Br:14][C:15]1[CH:16]=[CH:17][C:18]([I:23])=[C:19]([CH:20]=[C:5]2[C:4]([CH3:9])([CH3:8])[O:3][C:2]([CH3:10])([CH3:1])[C:6]2=[O:7])[CH:22]=1, predict the reactants needed to synthesize it. The reactants are: [CH3:1][C:2]1([CH3:10])[C:6](=[O:7])[CH2:5][C:4]([CH3:9])([CH3:8])[O:3]1.C[O-].[Na+].[Br:14][C:15]1[CH:16]=[CH:17][C:18]([I:23])=[C:19]([CH:22]=1)[CH:20]=O. (2) Given the product [CH3:1][CH2:2][CH:3]=[CH:4][CH2:5][CH2:6][CH2:11][CH2:12][CH2:7][CH2:8][CH2:9][CH3:10], predict the reactants needed to synthesize it. The reactants are: [CH2:1]=[CH:2][CH2:3][CH2:4][CH2:5][CH3:6].[CH:7]12C[CH:10]([CH2:11][CH2:12]1)[CH:9]=[CH:8]2. (3) Given the product [Cl:1][C:2]1[CH:3]=[C:4]([C:8]2[C:12]([NH:13][C:14]([C:16]3[CH:24]=[N:10][N:9]4[CH:8]=[CH:4][CH:40]=[N:37][C:38]=34)=[O:15])=[CH:11][N:10]([CH2:25][C:26]([OH:29])([CH3:28])[CH3:27])[N:9]=2)[CH:5]=[CH:6][CH:7]=1, predict the reactants needed to synthesize it. The reactants are: [Cl:1][C:2]1[CH:3]=[C:4]([C:8]2[C:12]([NH:13][C:14]([C:16]3[CH:24]=C4N=CC=CN4N=3)=[O:15])=[CH:11][NH:10][N:9]=2)[CH:5]=[CH:6][CH:7]=1.[CH3:25][C:26]1([O:29][CH2:28]1)[CH3:27].C(=O)([O-])[O-].[Cs+].[Cs+].C[N:37]([CH3:40])[CH:38]=O. (4) Given the product [Cl:1][C:2]1[CH:3]=[CH:4][C:5]([C:8]2[O:12][N:11]=[C:10]([C:13]3[CH:22]=[CH:21][C:16]([C:17]([OH:19])=[O:18])=[CH:15][CH:14]=3)[CH:9]=2)=[CH:6][CH:7]=1, predict the reactants needed to synthesize it. The reactants are: [Cl:1][C:2]1[CH:7]=[CH:6][C:5]([C:8]2[O:12][N:11]=[C:10]([C:13]3[CH:22]=[CH:21][C:16]([C:17]([O:19]C)=[O:18])=[CH:15][CH:14]=3)[CH:9]=2)=[CH:4][CH:3]=1.[OH-].[Na+].O1CCCC1.Cl. (5) Given the product [Cl:19][C:15]1[C:14]([CH3:20])=[C:13]([S:10]([NH:9][C:6]2[S:7][CH:8]=[C:4]([CH2:3][CH2:2][N:1]3[CH2:22][CH2:23][CH2:24][C:25]3=[O:26])[N:5]=2)(=[O:11])=[O:12])[CH:18]=[CH:17][CH:16]=1, predict the reactants needed to synthesize it. The reactants are: [NH2:1][CH2:2][CH2:3][C:4]1[N:5]=[C:6]([NH:9][S:10]([C:13]2[CH:18]=[CH:17][CH:16]=[C:15]([Cl:19])[C:14]=2[CH3:20])(=[O:12])=[O:11])[S:7][CH:8]=1.Br[CH2:22][CH2:23][CH2:24][C:25](OCC)=[O:26].CCN(C(C)C)C(C)C.[I-].[K+]. (6) Given the product [C:33]([S:1]([OH:4])(=[O:3])=[O:2])(=[O:35])[C:30]1[CH:29]=[CH:28][CH:27]=[CH:32][CH:31]=1, predict the reactants needed to synthesize it. The reactants are: [S:1](C1C=CC=CC=1C(OC(=O)C1C=CC=CC=1[S:1]([OH:4])(=[O:3])=[O:2])=O)([OH:4])(=[O:3])=[O:2].C[CH2:27][CH2:28][CH2:29][CH:30]([C:33]([O-:35])=O)[CH2:31][CH3:32].C[CH2:27][CH2:28][CH2:29][CH:30]([C:33]([O-:35])=O)[CH2:31][CH3:32].[Sn+2].